From a dataset of Full USPTO retrosynthesis dataset with 1.9M reactions from patents (1976-2016). Predict the reactants needed to synthesize the given product. (1) The reactants are: [F:1][C:2]1([F:30])[CH2:7][CH2:6][N:5]([CH2:8][C:9]2[CH:18]=[C:17]3[C:19](=[O:29])[N:20]([C:22]4[CH:27]=[CH:26][CH:25]=[C:24]([OH:28])[CH:23]=4)[CH2:21][C:16]3=[C:15]3[C:10]=2[CH:11]=[CH:12][CH:13]=[N:14]3)[CH2:4][CH2:3]1.[H-].[Na+].[CH3:33][N:34]([CH3:38])[C:35](Cl)=[O:36]. Given the product [CH3:33][N:34]([CH3:38])[C:35](=[O:36])[O:28][C:24]1[CH:25]=[CH:26][CH:27]=[C:22]([N:20]2[CH2:21][C:16]3[C:17](=[CH:18][C:9]([CH2:8][N:5]4[CH2:6][CH2:7][C:2]([F:1])([F:30])[CH2:3][CH2:4]4)=[C:10]4[C:15]=3[N:14]=[CH:13][CH:12]=[CH:11]4)[C:19]2=[O:29])[CH:23]=1, predict the reactants needed to synthesize it. (2) Given the product [CH2:1]([N:3]1[C:11]([CH:37]=[CH2:38])=[N:10][C:9]2[C:4]1=[N:5][CH:6]=[N:7][C:8]=2[NH:13][C@H:14]1[CH2:18][CH2:17][N:16]([C:19]([O:21][C:22]([CH3:25])([CH3:24])[CH3:23])=[O:20])[CH2:15]1)[CH3:2], predict the reactants needed to synthesize it. The reactants are: [CH2:1]([N:3]1[C:11](I)=[N:10][C:9]2[C:4]1=[N:5][CH:6]=[N:7][C:8]=2[NH:13][C@H:14]1[CH2:18][CH2:17][N:16]([C:19]([O:21][C:22]([CH3:25])([CH3:24])[CH3:23])=[O:20])[CH2:15]1)[CH3:2].C(Cl)Cl.P([O-])([O-])([O-])=O.[K+].[K+].[K+].[CH3:37][C:38]1(C)C(C)(C)OB(C=C)O1. (3) Given the product [O-:9][OH:10].[CH2:1]([OH:8])[CH2:2][CH2:3][CH2:4][CH2:5][CH2:6][OH:7], predict the reactants needed to synthesize it. The reactants are: [CH2:1]([OH:8])[CH2:2][CH2:3][CH2:4][CH2:5][CH2:6][OH:7].[OH:9][OH:10].S(=O)(=O)(O)O.[OH-].[Na+]. (4) The reactants are: ClC1C=CC([CH:6](OC2CNC2)[C:7]2[CH:12]=[CH:11][C:10](Cl)=[CH:9][CH:8]=2)=CC=1.[N-]=[C:22]=O.Cl[C:25]1[CH:50]=[C:49]([Cl:51])[CH:48]=[CH:47][C:26]=1[CH:27]([O:35][CH:36]1[CH2:39][N:38]([C:40]([NH:42]C(C)(C)C)=[O:41])[CH2:37]1)[C:28]1[CH:33]=[CH:32][C:31]([Cl:34])=[CH:30][CH:29]=1. Given the product [Cl:51][C:49]1[CH:48]=[CH:47][C:26]([CH:27]([O:35][CH:36]2[CH2:37][N:38]([C:40]([NH:42][CH2:22][C:11]3[CH:10]=[CH:9][CH:8]=[C:7]([CH3:6])[CH:12]=3)=[O:41])[CH2:39]2)[C:28]2[CH:33]=[CH:32][C:31]([Cl:34])=[CH:30][CH:29]=2)=[CH:25][CH:50]=1, predict the reactants needed to synthesize it. (5) Given the product [Br:8][C:5]1[CH:6]=[CH:7][C:2]([N:34]2[CH2:22][CH2:21][N:20]([C:13]([O:15][C:16]([CH3:17])([CH3:18])[CH3:19])=[O:14])[CH2:25][CH2:24]2)=[C:3]([N+:10]([O-:12])=[O:11])[C:4]=1[CH3:9], predict the reactants needed to synthesize it. The reactants are: F[C:2]1[CH:7]=[CH:6][C:5]([Br:8])=[C:4]([CH3:9])[C:3]=1[N+:10]([O-:12])=[O:11].[C:13]([N:20]1[CH2:25][CH2:24]C(N)[CH2:22][CH2:21]1)([O:15][C:16]([CH3:19])([CH3:18])[CH3:17])=[O:14].C([O-])([O-])=O.[K+].[K+].C[N:34](C=O)C. (6) Given the product [N:1]1[CH:6]=[CH:5][CH:4]=[N:3][C:2]=1[CH2:7][C:8]([OH:10])=[O:9], predict the reactants needed to synthesize it. The reactants are: [N:1]1[CH:6]=[CH:5][CH:4]=[N:3][C:2]=1[CH2:7][C:8]([O:10]CC)=[O:9].[OH-].[Na+]. (7) Given the product [NH2:16][CH2:18][C:19](=[O:21])[CH2:30][C:25]1[CH:26]=[CH:27][CH:28]=[CH:29][C:24]=1[Br:23], predict the reactants needed to synthesize it. The reactants are: [Li+].C[Si]([N-][Si](C)(C)C)(C)C.C1COCC1.[N+:16]([CH2:18][C:19]([O:21]C)=O)#[C-].[Br:23][C:24]1[CH:29]=[CH:28][CH:27]=[CH:26][C:25]=1[CH2:30]C(Cl)=O.